This data is from Reaction yield outcomes from USPTO patents with 853,638 reactions. The task is: Predict the reaction yield, written as a fraction of the theoretical maximum amount of product (1.0 means a 100% yield; for example, 0.34 means a 34% yield). (1) The yield is 0.640. The catalyst is [Cu]Br.C(#N)C1C=CC=CC=1. The reactants are [NH2:1][C:2]1[CH:7]=[C:6]([Br:8])[CH:5]=[CH:4][N:3]=1.O.N1[C:23]2[C:14](=[CH:15][CH:16]=[C:17]3[C:22]=2N=CC=C3)[CH:13]=CC=1.O=O.[N:26]#N. The product is [Br:8][C:6]1[CH:5]=[CH:4][N:3]2[N:26]=[C:13]([C:14]3[CH:23]=[CH:22][CH:17]=[CH:16][CH:15]=3)[N:1]=[C:2]2[CH:7]=1. (2) The reactants are [F:1][C:2]1[C:3]2[N:4]([CH:12]=[CH:13][N:14]=2)[CH:5]=[CH:6][C:7]=1[C:8]([OH:11])([CH3:10])[CH3:9].Br[C:16]1[CH:17]=[CH:18][C:19]([F:30])=[C:20]([CH:29]=1)[O:21][CH2:22][C:23]1[N:24]([CH3:28])[N:25]=[CH:26][N:27]=1. No catalyst specified. The product is [F:1][C:2]1[C:3]2[N:4]([C:12]([C:16]3[CH:17]=[CH:18][C:19]([F:30])=[C:20]([O:21][CH2:22][C:23]4[N:24]([CH3:28])[N:25]=[CH:26][N:27]=4)[CH:29]=3)=[CH:13][N:14]=2)[CH:5]=[CH:6][C:7]=1[C:8]([OH:11])([CH3:10])[CH3:9]. The yield is 0.430. (3) The reactants are [NH2:1][C:2]1[C:7]([F:8])=[C:6](Br)[N:5]=[C:4]([C:10]([O:12][CH3:13])=[O:11])[C:3]=1[Cl:14].[Cl:15][C:16]1[CH:21]=[CH:20][C:19](B2OCCCO2)=[C:18]([F:28])[C:17]=1[O:29][CH3:30].[F-].[K+]. The catalyst is C(#N)C.O. The product is [NH2:1][C:2]1[C:7]([F:8])=[C:6]([C:19]2[CH:20]=[CH:21][C:16]([Cl:15])=[C:17]([O:29][CH3:30])[C:18]=2[F:28])[N:5]=[C:4]([C:10]([O:12][CH3:13])=[O:11])[C:3]=1[Cl:14]. The yield is 0.720. (4) The reactants are C([O:3][C:4](=O)[CH2:5][C:6]([C:9]1[N:10]([CH2:21][CH2:22][OH:23])[C:11]2[C:16]([CH:17]=1)=[CH:15][C:14]([N+:18]([O-:20])=[O:19])=[CH:13][CH:12]=2)([CH3:8])[CH3:7])C.CC(C[AlH]CC(C)C)C.O. The catalyst is C1COCC1. The product is [OH:23][CH2:22][CH2:21][N:10]1[C:11]2[C:16](=[CH:15][C:14]([N+:18]([O-:20])=[O:19])=[CH:13][CH:12]=2)[CH:17]=[C:9]1[C:6]([CH3:8])([CH3:7])[CH2:5][CH2:4][OH:3]. The yield is 0.490. (5) The reactants are [Cl:1][C:2]1[CH:7]=[C:6]([Cl:8])[CH:5]=[CH:4][C:3]=1[C:9]1[N:10]=[C:11]([C:23]2[CH:28]=[CH:27][N:26]=[C:25]([NH:29][C:30](=[O:32])[CH3:31])[CH:24]=2)[S:12][C:13]=1[C:14]1[NH:15][CH:16]=[C:17]([C:19](F)(F)F)[N:18]=1.O.[OH-].[NH4+:35]. No catalyst specified. The product is [C:19]([C:17]1[N:18]=[C:14]([C:13]2[S:12][C:11]([C:23]3[CH:28]=[CH:27][N:26]=[C:25]([NH:29][C:30](=[O:32])[CH3:31])[CH:24]=3)=[N:10][C:9]=2[C:3]2[CH:4]=[CH:5][C:6]([Cl:8])=[CH:7][C:2]=2[Cl:1])[NH:15][CH:16]=1)#[N:35]. The yield is 0.200. (6) The reactants are [I:1][C:2]1[CH:3]=[C:4]([NH:8][N:9]=[C:10]([C:13]#[N:14])[C:11]#[N:12])[CH:5]=[CH:6][CH:7]=1.IC1C=C(C=CC=1)N.C(#N)CC#N.O.[NH2:29][NH2:30]. No catalyst specified. The product is [NH2:14][C:13]1[C:10](=[N:9][NH:8][C:4]2[CH:5]=[CH:6][CH:7]=[C:2]([I:1])[CH:3]=2)[C:11]([NH2:12])=[N:30][N:29]=1. The yield is 0.740. (7) The reactants are [C:1]1([CH:7]([C:11]2[CH:16]=[CH:15][CH:14]=[CH:13][CH:12]=2)[C:8]([NH2:10])=[O:9])[CH:6]=[CH:5][CH:4]=[CH:3][CH:2]=1.[H-].[Na+].[CH:19]1([C:22](Cl)=[O:23])[CH2:21][CH2:20]1.C([O-])(O)=O.[Na+]. The catalyst is C1COCC1. The product is [C:1]1([CH:7]([C:11]2[CH:16]=[CH:15][CH:14]=[CH:13][CH:12]=2)[C:8]([NH:10][C:22]([CH:19]2[CH2:21][CH2:20]2)=[O:23])=[O:9])[CH:2]=[CH:3][CH:4]=[CH:5][CH:6]=1. The yield is 0.200. (8) The reactants are [CH3:1][C@@H:2]([CH2:23][CH3:24])[C@H:3]([NH:11][CH2:12][CH2:13][NH:14][CH2:15][C:16]1[CH:21]=[CH:20][CH:19]=[C:18]([CH3:22])[N:17]=1)[C:4]([O:6][C:7]([CH3:10])([CH3:9])[CH3:8])=[O:5].[N+](C1C=C[C:31]([O:34]C(=O)OC2C=CC([N+]([O-])=O)=CC=2)=CC=1)([O-])=O. The catalyst is CN(C)C=O. The product is [CH3:1][C@@H:2]([CH2:23][CH3:24])[C@H:3]([N:11]1[CH2:12][CH2:13][N:14]([CH2:15][C:16]2[CH:21]=[CH:20][CH:19]=[C:18]([CH3:22])[N:17]=2)[C:31]1=[O:34])[C:4]([O:6][C:7]([CH3:10])([CH3:8])[CH3:9])=[O:5]. The yield is 0.570.